Dataset: Forward reaction prediction with 1.9M reactions from USPTO patents (1976-2016). Task: Predict the product of the given reaction. (1) Given the reactants [CH3:1][N:2]1[C:6]2=[CH:7][CH:8]=[C:9]3[C:14]([N:13]=[C:12]([C:15]4[CH:21]=[CH:20][C:18]([NH2:19])=[CH:17][CH:16]=4)[N:11]=[C:10]3[N:22]3[CH2:27][CH2:26][O:25][CH2:24][CH2:23]3)=[C:5]2[CH:4]=[CH:3]1.Cl[C:29](Cl)([O:31]C(=O)OC(Cl)(Cl)Cl)Cl.[CH2:40]([NH2:46])[CH:41]1[O:45][CH2:44][CH2:43][CH2:42]1, predict the reaction product. The product is: [CH3:1][N:2]1[C:6]2=[CH:7][CH:8]=[C:9]3[C:14]([N:13]=[C:12]([C:15]4[CH:16]=[CH:17][C:18]([NH:19][C:29]([NH:46][CH2:40][CH:41]5[CH2:42][CH2:43][CH2:44][O:45]5)=[O:31])=[CH:20][CH:21]=4)[N:11]=[C:10]3[N:22]3[CH2:27][CH2:26][O:25][CH2:24][CH2:23]3)=[C:5]2[CH:4]=[CH:3]1. (2) The product is: [O:1]1[C:2]([C:10]([Cl:16])=[O:12])=[CH:3][C:4]2[CH:9]=[CH:8][CH:7]=[CH:6][C:5]1=2. Given the reactants [O:1]1[C:5]2[CH:6]=[CH:7][CH:8]=[CH:9][C:4]=2[CH:3]=[C:2]1[C:10]([OH:12])=O.C(Cl)(=O)C([Cl:16])=O, predict the reaction product. (3) Given the reactants [C:1]([O:5][C:6]([C:8]1([CH3:29])[N:12]2[C:13](=[O:28])[C:14]([NH:17][C:18]([O:20][CH2:21][C:22]3[CH:27]=[CH:26][CH:25]=[CH:24][CH:23]=3)=[O:19])=[CH:15][N:16]=[C:11]2[CH2:10][CH2:9]1)=[O:7])([CH3:4])([CH3:3])[CH3:2].C(OC(NC1C(=O)N2[C@H](C(OC(C)(C)C)=O)CCC2=NC=1)=O)[C:31]1[CH:36]=[CH:35][CH:34]=[CH:33][CH:32]=1.C(Br)C1C=CC=CC=1, predict the reaction product. The product is: [C:1]([O:5][C:6]([C:8]1([CH2:29][C:31]2[CH:36]=[CH:35][CH:34]=[CH:33][CH:32]=2)[N:12]2[C:13](=[O:28])[C:14]([NH:17][C:18]([O:20][CH2:21][C:22]3[CH:27]=[CH:26][CH:25]=[CH:24][CH:23]=3)=[O:19])=[CH:15][N:16]=[C:11]2[CH2:10][CH2:9]1)=[O:7])([CH3:4])([CH3:2])[CH3:3]. (4) Given the reactants [F:1][C:2]([F:18])([F:17])[C:3]1[CH:4]=[CH:5][C:6]([C:9]2[CH:14]=[CH:13][N:12]=[C:11]([C:15]#[N:16])[CH:10]=2)=[N:7][CH:8]=1.[ClH:19], predict the reaction product. The product is: [ClH:19].[F:18][C:2]([F:1])([F:17])[C:3]1[CH:4]=[CH:5][C:6]([C:9]2[CH:14]=[CH:13][N:12]=[C:11]([CH2:15][NH2:16])[CH:10]=2)=[N:7][CH:8]=1. (5) Given the reactants [S:1]1[C:5]2[CH:6]=[CH:7][CH:8]=[CH:9][C:4]=2[N:3]=[CH:2]1.[Li]CCCC.[C:15]1(=[O:20])[CH2:19][CH2:18][CH2:17][CH2:16]1.O, predict the reaction product. The product is: [S:1]1[C:5]2[CH:6]=[CH:7][CH:8]=[CH:9][C:4]=2[N:3]=[C:2]1[C:15]1([OH:20])[CH2:19][CH2:18][CH2:17][CH2:16]1. (6) Given the reactants [NH2:1][CH:2]1[CH2:7][CH2:6][N:5]([C:8]([O:10][C:11]([CH3:14])([CH3:13])[CH3:12])=[O:9])[CH2:4][CH2:3]1.Cl[C:16]([O:18][C:19]1[CH:24]=[CH:23][CH:22]=[CH:21][CH:20]=1)=[O:17].N1C=CC=CC=1, predict the reaction product. The product is: [C:11]([O:10][C:8]([N:5]1[CH2:4][CH2:3][CH:2]([NH:1][C:16]([O:18][C:19]2[CH:24]=[CH:23][CH:22]=[CH:21][CH:20]=2)=[O:17])[CH2:7][CH2:6]1)=[O:9])([CH3:14])([CH3:13])[CH3:12].